This data is from NCI-60 drug combinations with 297,098 pairs across 59 cell lines. The task is: Regression. Given two drug SMILES strings and cell line genomic features, predict the synergy score measuring deviation from expected non-interaction effect. (1) Drug 1: C(=O)(N)NO. Drug 2: C(CC(=O)O)C(=O)CN.Cl. Cell line: UACC-257. Synergy scores: CSS=12.2, Synergy_ZIP=-1.56, Synergy_Bliss=0.354, Synergy_Loewe=1.55, Synergy_HSA=1.90. (2) Drug 1: C1CN1P(=S)(N2CC2)N3CC3. Drug 2: CC1CCCC2(C(O2)CC(NC(=O)CC(C(C(=O)C(C1O)C)(C)C)O)C(=CC3=CSC(=N3)C)C)C. Cell line: IGROV1. Synergy scores: CSS=26.9, Synergy_ZIP=-5.62, Synergy_Bliss=-8.60, Synergy_Loewe=-23.0, Synergy_HSA=-5.54.